This data is from hERG Central: cardiac toxicity at 1µM, 10µM, and general inhibition. The task is: Predict hERG channel inhibition at various concentrations. (1) The molecule is CCc1ccc2c(CN3CCN(Cc4ccccc4)CC3)cc(=O)oc2c1. Results: hERG_inhib (hERG inhibition (general)): blocker. (2) The compound is COc1ccc(OCC(=O)Nc2ccc3c(c2)nc(CCN2CCCCC2)n3C)cc1. Results: hERG_inhib (hERG inhibition (general)): blocker. (3) The drug is COc1ccc(CCN(C)CCC(=O)Nc2cccc(C)c2)cc1OC.Cl. Results: hERG_inhib (hERG inhibition (general)): blocker. (4) The compound is O=C(CN1CCN(CC(=O)Nc2ccc(F)cc2)CC1)NCC1(N2CCOCC2)CCCCC1. Results: hERG_inhib (hERG inhibition (general)): blocker. (5) The compound is CN1CCN(C(CNS(=O)(=O)c2ccc(Br)cc2)c2ccc3c(c2)OCO3)CC1. Results: hERG_inhib (hERG inhibition (general)): blocker. (6) The drug is Cl.NC(N)=Nc1nc(-c2ccccc2)c2cc(Cl)ccc2n1. Results: hERG_inhib (hERG inhibition (general)): blocker. (7) The compound is Cc1ccc(S(=O)(=O)/C(C#N)=C/c2c(N3CCN(C)CC3)nc3c(C)cccn3c2=O)cc1. Results: hERG_inhib (hERG inhibition (general)): blocker. (8) The compound is C/C=C(\C)C(=O)OC1c2c(ccc3ccc(=O)oc23)OC(C)(C)C1OC(C)=O. Results: hERG_inhib (hERG inhibition (general)): blocker. (9) The molecule is CCS(=O)(=O)N1N=C(c2ccc(NS(C)(=O)=O)cc2)CC1c1ccccc1. Results: hERG_inhib (hERG inhibition (general)): blocker.